From a dataset of Forward reaction prediction with 1.9M reactions from USPTO patents (1976-2016). Predict the product of the given reaction. Given the reactants CO[CH:3]([O:11]C)[C:4]1[CH:9]=[CH:8][C:7](Br)=[CH:6][CH:5]=1.C(OCC)C.C([Li])CCC.[CH3:23][C:24]1[O:30][C:27]([CH:28]=[O:29])=[CH:26][CH:25]=1, predict the reaction product. The product is: [OH:29][CH:28]([C:27]1[O:30][C:24]([CH3:23])=[CH:25][CH:26]=1)[C:7]1[CH:6]=[CH:5][C:4]([CH:3]=[O:11])=[CH:9][CH:8]=1.